Dataset: Reaction yield outcomes from USPTO patents with 853,638 reactions. Task: Predict the reaction yield, written as a fraction of the theoretical maximum amount of product (1.0 means a 100% yield; for example, 0.34 means a 34% yield). (1) The reactants are [CH2:1]([O:3][C:4]([CH:6]1[N:11]([S:12]([C:15]2[CH:20]=[CH:19][C:18]([O:21][CH2:22][C:23]#[C:24][CH3:25])=[CH:17][CH:16]=2)(=[O:14])=[O:13])[CH2:10][CH2:9][N:8](C(OC(C)(C)C)=O)[CH2:7]1)=[O:5])[CH3:2].FC(F)(F)C(O)=O. The catalyst is ClCCl. The product is [CH2:1]([O:3][C:4]([CH:6]1[CH2:7][NH:8][CH2:9][CH2:10][N:11]1[S:12]([C:15]1[CH:20]=[CH:19][C:18]([O:21][CH2:22][C:23]#[C:24][CH3:25])=[CH:17][CH:16]=1)(=[O:13])=[O:14])=[O:5])[CH3:2]. The yield is 0.880. (2) The reactants are Br[C:2]1[CH:3]=[CH:4][C:5]2[CH:9]=[CH:8][S:7][C:6]=2[CH:10]=1.C(=[NH:24])(C1C=CC=CC=1)C1C=CC=CC=1.CC(C)([O-])C.[Na+]. The catalyst is C1(C)C=CC=CC=1.C1(P(C2C=CC=CC=2)[C-]2C=CC=C2)C=CC=CC=1.[C-]1(P(C2C=CC=CC=2)C2C=CC=CC=2)C=CC=C1.[Fe+2]. The product is [S:7]1[CH:8]=[CH:9][C:5]2[CH:4]=[CH:3][C:2]([NH2:24])=[CH:10][C:6]1=2. The yield is 0.110. (3) No catalyst specified. The reactants are [CH2:1]1[CH:3]([C:4]([NH2:6])=N)[CH2:2]1.Cl.[Br:8][C:9]1[C:10]([F:27])=[CH:11][C:12]2[O:18][CH2:17][CH2:16][N:15]3[C:19](I)=[C:20]([C:22]([NH2:24])=[O:23])[N:21]=[C:14]3[C:13]=2[CH:26]=1.[NH2:28][NH2:29].[CH2:30](Cl)Cl. The product is [Br:8][C:9]1[C:10]([F:27])=[CH:11][C:12]2[O:18][CH2:17][CH2:16][N:15]3[C:19]([C:30]4[NH:29][N:28]=[C:4]([CH:3]5[CH2:1][CH2:2]5)[N:6]=4)=[C:20]([C:22]([NH2:24])=[O:23])[N:21]=[C:14]3[C:13]=2[CH:26]=1. The yield is 0.700. (4) The reactants are [NH:1]1[CH2:4][CH:3]([OH:5])[CH2:2]1.C([O-])(O)=O.[Na+].[CH3:11][C:12]([O:15][C:16](O[C:16]([O:15][C:12]([CH3:14])([CH3:13])[CH3:11])=[O:17])=[O:17])([CH3:14])[CH3:13]. The catalyst is O. The product is [OH:5][CH:3]1[CH2:4][N:1]([C:16]([O:15][C:12]([CH3:14])([CH3:13])[CH3:11])=[O:17])[CH2:2]1. The yield is 0.510. (5) The reactants are Cl[CH2:2][CH2:3][CH2:4][CH2:5][CH2:6][CH2:7][C:8]#[C:9][CH2:10][CH2:11][CH2:12][CH3:13].[I-:14].[K+].[N:16]1[CH:21]=[CH:20][CH:19]=[CH:18][C:17]=1[CH3:22]. The catalyst is CC(=O)CC. The product is [I-:14].[CH2:2]([N+:16]1[CH:21]=[CH:20][CH:19]=[CH:18][C:17]=1[CH3:22])[CH2:3][CH2:4][CH2:5][CH2:6][CH2:7][C:8]#[C:9][CH2:10][CH2:11][CH2:12][CH3:13]. The yield is 0.850.